From a dataset of NCI-60 drug combinations with 297,098 pairs across 59 cell lines. Regression. Given two drug SMILES strings and cell line genomic features, predict the synergy score measuring deviation from expected non-interaction effect. (1) Drug 1: C1=CC(=C2C(=C1NCCNCCO)C(=O)C3=C(C=CC(=C3C2=O)O)O)NCCNCCO. Drug 2: C1CN1P(=S)(N2CC2)N3CC3. Cell line: A498. Synergy scores: CSS=38.7, Synergy_ZIP=1.67, Synergy_Bliss=2.67, Synergy_Loewe=-9.59, Synergy_HSA=4.93. (2) Drug 1: CC1=C(C(CCC1)(C)C)C=CC(=CC=CC(=CC(=O)O)C)C. Drug 2: B(C(CC(C)C)NC(=O)C(CC1=CC=CC=C1)NC(=O)C2=NC=CN=C2)(O)O. Cell line: UO-31. Synergy scores: CSS=4.70, Synergy_ZIP=-1.57, Synergy_Bliss=-6.92, Synergy_Loewe=-58.2, Synergy_HSA=-6.76. (3) Drug 1: C1CC(=O)NC(=O)C1N2CC3=C(C2=O)C=CC=C3N. Drug 2: CN(CCCl)CCCl.Cl. Cell line: COLO 205. Synergy scores: CSS=8.48, Synergy_ZIP=6.36, Synergy_Bliss=3.77, Synergy_Loewe=-2.89, Synergy_HSA=2.80. (4) Drug 2: CC1=C(C(=O)C2=C(C1=O)N3CC4C(C3(C2COC(=O)N)OC)N4)N. Cell line: A498. Synergy scores: CSS=1.15, Synergy_ZIP=-3.76, Synergy_Bliss=-3.40, Synergy_Loewe=-23.4, Synergy_HSA=-6.50. Drug 1: CC1=C(C=C(C=C1)NC2=NC=CC(=N2)N(C)C3=CC4=NN(C(=C4C=C3)C)C)S(=O)(=O)N.Cl.